Task: Predict the reactants needed to synthesize the given product.. Dataset: Full USPTO retrosynthesis dataset with 1.9M reactions from patents (1976-2016) Given the product [CH3:1][O:2][C:3](=[O:19])[CH:4]([O:13][CH2:14][C:15]([F:16])([F:18])[F:17])[CH2:5][C:6]1[CH:7]=[CH:8][C:9]([O:12][CH2:34][CH2:33][C:30]2[CH:29]=[CH:28][C:27]([NH:26][C:25]([O:24][C:20]([CH3:21])([CH3:23])[CH3:22])=[O:36])=[CH:32][CH:31]=2)=[CH:10][CH:11]=1, predict the reactants needed to synthesize it. The reactants are: [CH3:1][O:2][C:3](=[O:19])[CH:4]([O:13][CH2:14][C:15]([F:18])([F:17])[F:16])[CH2:5][C:6]1[CH:11]=[CH:10][C:9]([OH:12])=[CH:8][CH:7]=1.[C:20]([O:24][C:25](=[O:36])[NH:26][C:27]1[CH:32]=[CH:31][C:30]([CH2:33][CH2:34]O)=[CH:29][CH:28]=1)([CH3:23])([CH3:22])[CH3:21].